This data is from Peptide-MHC class II binding affinity with 134,281 pairs from IEDB. The task is: Regression. Given a peptide amino acid sequence and an MHC pseudo amino acid sequence, predict their binding affinity value. This is MHC class II binding data. The peptide sequence is AAATAITTVYGAFAA. The MHC is HLA-DQA10102-DQB10602 with pseudo-sequence HLA-DQA10102-DQB10602. The binding affinity (normalized) is 0.567.